This data is from Forward reaction prediction with 1.9M reactions from USPTO patents (1976-2016). The task is: Predict the product of the given reaction. (1) Given the reactants [CH3:1][C:2]1[S:3][C:4]2[CH:10]=[CH:9][C:8]([O:11][CH2:12][C@H:13]([OH:16])[CH2:14]C)=[CH:7][C:5]=2[N:6]=1.[N:17]1(C(OC(C)(C)C)=O)[CH2:22][CH2:21][NH:20][CH2:19][CH2:18]1.FC(F)(F)C(O)=O.C(Cl)Cl, predict the reaction product. The product is: [CH3:1][C:2]1[S:3][C:4]2[CH:10]=[CH:9][C:8]([O:11][CH2:12][C@H:13]([OH:16])[CH2:14][N:17]3[CH2:22][CH2:21][NH:20][CH2:19][CH2:18]3)=[CH:7][C:5]=2[N:6]=1. (2) Given the reactants [CH:1]1([S:4](Cl)(=[O:6])=[O:5])[CH2:3][CH2:2]1.N1C=CC=CC=1.[F:14][C:15]1[CH:21]=[CH:20][CH:19]=[CH:18][C:16]=1[NH2:17].C(OCC)C, predict the reaction product. The product is: [F:14][C:15]1[CH:21]=[CH:20][CH:19]=[CH:18][C:16]=1[NH:17][S:4]([CH:1]([CH3:3])[CH3:2])(=[O:6])=[O:5].